Task: Predict the reaction yield, written as a fraction of the theoretical maximum amount of product (1.0 means a 100% yield; for example, 0.34 means a 34% yield).. Dataset: Reaction yield outcomes from USPTO patents with 853,638 reactions The reactants are CC([O-])(C)C.[K+].[C:7]([CH2:9][C:10]([NH2:12])=[O:11])#[N:8].[CH3:13][C:14](=O)/[CH:15]=[CH:16]/[CH2:17][CH2:18][CH3:19]. The catalyst is CS(C)=O.O.Cl. The product is [CH3:13][C:14]1[NH:12][C:10](=[O:11])[C:9]([C:7]#[N:8])=[C:16]([CH2:17][CH2:18][CH3:19])[CH:15]=1. The yield is 0.330.